This data is from Full USPTO retrosynthesis dataset with 1.9M reactions from patents (1976-2016). The task is: Predict the reactants needed to synthesize the given product. (1) Given the product [CH3:22][N:23]([CH2:2][C:3]1[O:4][C:5]([C:12]2[CH:17]=[CH:16][C:15]([C:18]([F:21])([F:20])[F:19])=[CH:14][CH:13]=2)=[CH:6][C:7]=1[CH2:8][OH:10])[CH2:24][CH2:25][C:26]1[CH:31]=[CH:30][CH:29]=[CH:28][CH:27]=1, predict the reactants needed to synthesize it. The reactants are: Br[CH2:2][C:3]1[O:4][C:5]([C:12]2[CH:17]=[CH:16][C:15]([C:18]([F:21])([F:20])[F:19])=[CH:14][CH:13]=2)=[CH:6][C:7]=1[C:8]([O:10]C)=O.[CH3:22][NH:23][CH2:24][CH2:25][C:26]1[CH:31]=[CH:30][CH:29]=[CH:28][CH:27]=1. (2) Given the product [N:3]1([CH2:7][C@H:8]([O:18][C:36]2[N:35]=[CH:34][N:33]=[C:32]3[N:28]([C:21]4[C:22]([C:23]#[N:24])=[CH:25][CH:26]=[CH:27][C:20]=4[Cl:19])[N:29]=[CH:30][C:31]=23)[C:9]([NH:11][C:12]2[CH:17]=[CH:16][CH:15]=[CH:14][N:13]=2)=[O:10])[CH2:6][CH2:5][CH2:4]1, predict the reactants needed to synthesize it. The reactants are: [H-].[Na+].[N:3]1([CH2:7][C@H:8]([OH:18])[C:9]([NH:11][C:12]2[CH:17]=[CH:16][CH:15]=[CH:14][N:13]=2)=[O:10])[CH2:6][CH2:5][CH2:4]1.[Cl:19][C:20]1[C:21]([N:28]2[C:32]3=[N:33][CH:34]=[N:35][C:36](Cl)=[C:31]3[CH:30]=[N:29]2)=[C:22]([CH:25]=[CH:26][CH:27]=1)[C:23]#[N:24].[C@H](O)(C([O-])=O)[C@@H](O)C([O-])=O.[Na+].[K+]. (3) The reactants are: [CH2:1]([O:5][C:6]1[C:7](=[O:18])[O:8][C:9]2[CH:16]=[CH:15][C:14]([OH:17])=[CH:13][C:10]=2[C:11]=1[OH:12])[CH2:2][CH2:3][CH3:4].[C:19]([O:22][CH2:23][CH2:24][CH2:25]Br)(=[O:21])[CH3:20]. Given the product [CH2:1]([O:5][C:6]1[C:7](=[O:18])[O:8][C:9]2[CH:16]=[CH:15][C:14]([O:17][CH2:25][CH2:24][CH2:23][O:22][C:19](=[O:21])[CH3:20])=[CH:13][C:10]=2[C:11]=1[OH:12])[CH2:2][CH2:3][CH3:4], predict the reactants needed to synthesize it. (4) Given the product [CH3:14][O:13][C:6]1[CH:5]=[C:4]2[C:9]([C:10]([OH:12])=[N:11][C:2]([N:15]3[CH2:19][CH2:18][CH2:17][CH2:16]3)=[N:3]2)=[CH:8][CH:7]=1, predict the reactants needed to synthesize it. The reactants are: Cl[C:2]1[N:11]=[C:10]([OH:12])[C:9]2[C:4](=[CH:5][C:6]([O:13][CH3:14])=[CH:7][CH:8]=2)[N:3]=1.[NH:15]1[CH2:19][CH2:18][CH2:17][CH2:16]1. (5) Given the product [C:18]([O:22][C:23]([NH:15][CH2:14][CH:11]1[CH2:10][N:9]2[CH:16]=[C:6]([C:4]([O:3][CH2:1][CH3:2])=[O:5])[N:7]=[C:8]2[CH2:13][CH2:12]1)=[O:24])([CH3:21])([CH3:20])[CH3:19], predict the reactants needed to synthesize it. The reactants are: [CH2:1]([O:3][C:4]([C:6]1[N:7]=[C:8]2[CH:13]=[CH:12][C:11]([C:14]#[N:15])=[CH:10][N:9]2[CH:16]=1)=[O:5])[CH3:2].Cl.[C:18]([O:22][C:23](O[C:23]([O:22][C:18]([CH3:21])([CH3:20])[CH3:19])=[O:24])=[O:24])([CH3:21])([CH3:20])[CH3:19].C(OCC)(=O)C. (6) Given the product [NH:36]([C:22]([C@H:19]1[N:16]2[C:17](=[O:18])[C:12]([N:11]([CH2:25][C:26]3[CH:31]=[CH:30][CH:29]=[C:28]([C:32]([F:34])([F:33])[F:35])[CH:27]=3)[C:9](=[O:10])[O:8][CH2:1][C:2]3[CH:3]=[CH:4][CH:5]=[CH:6][CH:7]=3)=[CH:13][N:14]=[C:15]2[CH2:21][CH2:20]1)=[O:24])[C:37]1[CH:42]=[CH:41][CH:40]=[CH:39][CH:38]=1, predict the reactants needed to synthesize it. The reactants are: [CH2:1]([O:8][C:9]([N:11]([CH2:25][C:26]1[CH:31]=[CH:30][CH:29]=[C:28]([C:32]([F:35])([F:34])[F:33])[CH:27]=1)[C:12]1[C:17](=[O:18])[N:16]2[C@H:19]([C:22]([OH:24])=O)[CH2:20][CH2:21][C:15]2=[N:14][CH:13]=1)=[O:10])[C:2]1[CH:7]=[CH:6][CH:5]=[CH:4][CH:3]=1.[NH2:36][C:37]1[CH:42]=[CH:41][CH:40]=[CH:39][CH:38]=1.C1C=NC2N(O)N=NC=2C=1.C([O-])(O)=O.[Na+].CCN=C=NCCCN(C)C. (7) Given the product [NH2:1][C:2]1[S:3][C:4]([C:8]([NH:50][CH2:43][C:44]2[CH:49]=[CH:48][CH:47]=[CH:46][CH:45]=2)=[O:10])=[C:5]([CH3:7])[N:6]=1, predict the reactants needed to synthesize it. The reactants are: [NH2:1][C:2]1[S:3][C:4]([C:8]([OH:10])=O)=[C:5]([CH3:7])[N:6]=1.C(N(CC)C(C)C)(C)C.Cl.CN(C)CCCN=C=NCC.O.ON1C2C=CC=CC=2N=N1.[CH2:43]([NH2:50])[C:44]1[CH:49]=[CH:48][CH:47]=[CH:46][CH:45]=1. (8) Given the product [NH2:15][C:11]1[CH:10]=[C:9]([S:6]([NH:5][O:4][CH:1]([CH3:3])[CH3:2])(=[O:7])=[O:8])[CH:14]=[CH:13][CH:12]=1, predict the reactants needed to synthesize it. The reactants are: [CH:1]([O:4][NH:5][S:6]([C:9]1[CH:14]=[CH:13][CH:12]=[C:11]([N+:15]([O-])=O)[CH:10]=1)(=[O:8])=[O:7])([CH3:3])[CH3:2]. (9) Given the product [NH2:23][C:24](=[O:57])[CH2:25][N:26]([CH3:56])[C:27]([C:29]1[CH:37]=[C:36]2[C:32]([C:33]([S:53]([CH3:55])=[O:54])=[CH:34][N:35]2[C:38]2[N:43]=[CH:42][C:41]([C:44]3[CH:49]=[C:48]([CH3:2])[CH:47]=[CH:46][C:45]=3[F:52])=[CH:40][N:39]=2)=[CH:31][CH:30]=1)=[O:28], predict the reactants needed to synthesize it. The reactants are: Br[C:2]1C=NC(N2C3C(=CC=C(C(OC)=O)C=3)C(SC)=C2)=NC=1.[NH2:23][C:24](=[O:57])[CH2:25][N:26]([CH3:56])[C:27]([C:29]1[CH:37]=[C:36]2[C:32]([C:33]([S:53]([CH3:55])=[O:54])=[CH:34][N:35]2[C:38]2[N:43]=[CH:42][C:41]([C:44]3[CH:49]=[C:48](OC)[CH:47]=[CH:46][C:45]=3[F:52])=[CH:40][N:39]=2)=[CH:31][CH:30]=1)=[O:28].C1C=C(Cl)C=C(C(OO)=O)C=1.Cl.CNCC(OC)=O.FC1C=CC(C)=CC=1C1C=NC(N2C3C(=CC=C(C(N(CC(OC)=O)C)=O)C=3)C(S(C)=O)=C2)=NC=1.